The task is: Predict which catalyst facilitates the given reaction.. This data is from Catalyst prediction with 721,799 reactions and 888 catalyst types from USPTO. (1) Reactant: [N+:1]([C:4]1[CH:5]=[CH:6][C:7]([O:10][CH2:11][C:12]([F:15])([F:14])[F:13])=[N:8][CH:9]=1)([O-])=O. Product: [NH2:1][C:4]1[CH:5]=[CH:6][C:7]([O:10][CH2:11][C:12]([F:15])([F:13])[F:14])=[N:8][CH:9]=1. The catalyst class is: 78. (2) Reactant: [C:1]([C:5]1[S:9][C:8]([NH2:10])=[N:7][N:6]=1)([CH3:4])([CH3:3])[CH3:2].[C:11](O[C:11]([O:13][C:14]([CH3:17])([CH3:16])[CH3:15])=[O:12])([O:13][C:14]([CH3:17])([CH3:16])[CH3:15])=[O:12]. Product: [C:1]([C:5]1[S:9][C:8]([NH:10][C:11](=[O:12])[O:13][C:14]([CH3:17])([CH3:16])[CH3:15])=[N:7][N:6]=1)([CH3:4])([CH3:3])[CH3:2]. The catalyst class is: 4.